Dataset: Full USPTO retrosynthesis dataset with 1.9M reactions from patents (1976-2016). Task: Predict the reactants needed to synthesize the given product. (1) Given the product [CH3:30][C:27]1[N:26]=[CH:25][C:24]([C:14]2[N:13]([C:10]3[CH:9]=[CH:8][C:7]([NH:6][S:2]([CH3:1])(=[O:4])=[O:3])=[CH:12][CH:11]=3)[C:22](=[O:23])[C:21]3[C:16](=[CH:17][CH:18]=[CH:19][CH:20]=3)[N:15]=2)=[CH:29][CH:28]=1, predict the reactants needed to synthesize it. The reactants are: [CH3:1][S:2](Cl)(=[O:4])=[O:3].[NH2:6][C:7]1[CH:12]=[CH:11][C:10]([N:13]2[C:22](=[O:23])[C:21]3[C:16](=[CH:17][CH:18]=[CH:19][CH:20]=3)[N:15]=[C:14]2[C:24]2[CH:25]=[N:26][C:27]([CH3:30])=[CH:28][CH:29]=2)=[CH:9][CH:8]=1.O[Li].O. (2) The reactants are: [NH2:1][C:2]1[CH:10]=[CH:9][CH:8]=[C:7]2[C:3]=1[C:4](=[O:20])[N:5]([CH:12]1[CH2:17][CH2:16][C:15](=[O:18])[NH:14][C:13]1=[O:19])[C:6]2=[O:11].[C:21]([O:24][CH2:25][C:26](Cl)=[O:27])(=[O:23])[CH3:22]. Given the product [C:21]([O:24][CH2:25][C:26](=[O:27])[NH:1][C:2]1[CH:10]=[CH:9][CH:8]=[C:7]2[C:3]=1[C:4](=[O:20])[N:5]([CH:12]1[CH2:17][CH2:16][C:15](=[O:18])[NH:14][C:13]1=[O:19])[C:6]2=[O:11])(=[O:23])[CH3:22], predict the reactants needed to synthesize it. (3) Given the product [CH3:1][O:2][C:3]([C:5]1[N:6]([CH2:21][C:22]2[CH:27]=[CH:26][C:25]([O:28][CH3:29])=[CH:24][CH:23]=2)[N:7]=[C:8]([NH2:10])[CH:9]=1)=[O:4], predict the reactants needed to synthesize it. The reactants are: [CH3:1][O:2][C:3]([C:5]1[N:6]([CH2:21][C:22]2[CH:27]=[CH:26][C:25]([O:28][CH3:29])=[CH:24][CH:23]=2)[N:7]=[C:8]([NH:10]C(OCC2C=CC=CC=2)=O)[CH:9]=1)=[O:4].CO. (4) Given the product [C:12]1([C:2]2[CH:10]=[C:6]([C:7]([OH:9])=[O:8])[C:5]([OH:11])=[CH:4][CH:3]=2)[CH:17]=[CH:16][CH:15]=[CH:14][CH:13]=1, predict the reactants needed to synthesize it. The reactants are: Br[C:2]1[CH:10]=[C:6]([C:7]([OH:9])=[O:8])[C:5]([OH:11])=[CH:4][CH:3]=1.[C:12]1(OB(O)O)[CH:17]=[CH:16][CH:15]=[CH:14][CH:13]=1.C(=O)([O-])[O-].[K+].[K+].C(OC(=O)C)C.Cl. (5) The reactants are: Br[C:2]1[CH:7]=[CH:6][C:5]([CH2:8][CH2:9][I:10])=[CH:4][CH:3]=1.[F:11][C:12]1[CH:17]=[CH:16][C:15](C2C=CC(CCO)=CC=2)=[CH:14][CH:13]=1. Given the product [F:11][C:12]1[CH:17]=[CH:16][C:15]([C:2]2[CH:7]=[CH:6][C:5]([CH2:8][CH2:9][I:10])=[CH:4][CH:3]=2)=[CH:14][CH:13]=1, predict the reactants needed to synthesize it. (6) The reactants are: [H-].C([Al+]CC(C)C)C(C)C.[CH2:11]([O:13][C:14]1[C:15](/[C:26](/[CH3:34])=[C:27](/[F:33])\[C:28](OCC)=[O:29])=[CH:16][C:17]2[CH:18]=[CH:19][CH2:20][C:21]([CH3:25])([CH3:24])[C:22]=2[CH:23]=1)[CH3:12]. Given the product [CH2:11]([O:13][C:14]1[C:15](/[C:26](/[CH3:34])=[C:27](/[F:33])\[CH2:28][OH:29])=[CH:16][C:17]2[CH:18]=[CH:19][CH2:20][C:21]([CH3:25])([CH3:24])[C:22]=2[CH:23]=1)[CH3:12], predict the reactants needed to synthesize it. (7) Given the product [CH3:18][C:17]1[CH:16]=[C:15]([CH:19]=[O:20])[C:14](=[CH:13][C:12]=1[CH3:11])[CH:21]=[O:22], predict the reactants needed to synthesize it. The reactants are: C(Cl)(=O)C(Cl)=O.CS(C)=O.[CH3:11][C:12]1[CH:13]=[C:14]([CH2:21][OH:22])[C:15]([CH2:19][OH:20])=[CH:16][C:17]=1[CH3:18].C(N(CC)CC)C. (8) The reactants are: [I:1][C:2]1[CH:8]=[CH:7][C:5](N)=[CH:4][CH:3]=1.N([O-])=O.[Na+].CO.[C:15]([O:19][CH3:20])(=[O:18])[CH:16]=[CH2:17]. Given the product [CH3:20][O:19][C:15](=[O:18])[CH:16]=[CH:17][C:5]1[CH:7]=[CH:8][C:2]([I:1])=[CH:3][CH:4]=1, predict the reactants needed to synthesize it.